From a dataset of Full USPTO retrosynthesis dataset with 1.9M reactions from patents (1976-2016). Predict the reactants needed to synthesize the given product. (1) Given the product [O:19]([CH2:26][C:27]1[CH:28]=[CH:29][C:30]([CH:31]=[CH:9][C:10]([O:12][C:13]([CH3:14])([CH3:15])[CH3:16])=[O:11])=[CH:33][CH:34]=1)[C:20]1[CH:21]=[CH:22][CH:23]=[CH:24][CH:25]=1, predict the reactants needed to synthesize it. The reactants are: C(OP([CH2:9][C:10]([O:12][C:13]([CH3:16])([CH3:15])[CH3:14])=[O:11])(OCC)=O)C.[H-].[Na+].[O:19]([CH2:26][C:27]1[CH:34]=[CH:33][C:30]([CH:31]=O)=[CH:29][CH:28]=1)[C:20]1[CH:25]=[CH:24][CH:23]=[CH:22][CH:21]=1.O.[Cl-].[NH4+]. (2) Given the product [NH2:23][C:20]1[CH:21]=[CH:22][C:17]([C:3]2[C:4](=[O:16])[N:5]([C:8]3[CH:13]=[CH:12][C:11]([Cl:14])=[C:10]([Cl:15])[CH:9]=3)[C:6](=[O:7])[C:2]=2[Cl:1])=[CH:18][CH:19]=1, predict the reactants needed to synthesize it. The reactants are: [Cl:1][C:2]1[C:6](=[O:7])[N:5]([C:8]2[CH:13]=[CH:12][C:11]([Cl:14])=[C:10]([Cl:15])[CH:9]=2)[C:4](=[O:16])[C:3]=1[C:17]1[CH:22]=[CH:21][C:20]([NH:23]C(=O)OC(C)(C)C)=[CH:19][CH:18]=1.FC(F)(F)C(O)=O.